This data is from Cav3 T-type calcium channel HTS with 100,875 compounds. The task is: Binary Classification. Given a drug SMILES string, predict its activity (active/inactive) in a high-throughput screening assay against a specified biological target. (1) The compound is S(=O)(=O)(N\N=C1\CC(Oc2c1cccc2)c1ccccc1)c1ccc(cc1)C. The result is 0 (inactive). (2) The drug is O(c1c(CNc2n(CCC)c3c(n2)cccc3)cc(OC)cc1)C. The result is 1 (active). (3) The drug is S(c1n(C(c2ccccc2)C)c(nn1)c1c(occ1)C)CC(=O)NCCc1ccccc1. The result is 0 (inactive). (4) The molecule is S(=O)(=O)(N(C)C)c1cc2/C(=C\CCN3CCN(CC3)C)c3c(Sc2cc1)cccc3. The result is 0 (inactive). (5) The molecule is O1C(CCC1)CNc1n(c2c(n(c(=O)n(c2=O)Cc2ccccc2)C)n1)C. The result is 0 (inactive).